Dataset: Forward reaction prediction with 1.9M reactions from USPTO patents (1976-2016). Task: Predict the product of the given reaction. (1) Given the reactants [C:1]([O:5][C:6]([NH:8][C@H:9]([CH2:14][C:15]1[CH:20]=[CH:19][C:18]([OH:21])=[CH:17][CH:16]=1)[C:10]([O:12][CH3:13])=[O:11])=[O:7])([CH3:4])([CH3:3])[CH3:2].[C:22]([O-])([O-])=O.[K+].[K+].Br[CH2:29][CH2:30][O:31][CH3:32], predict the reaction product. The product is: [C:1]([O:5][C:6]([NH:8][C@H:9]([CH2:14][C:15]1[CH:20]=[CH:19][C:18]([O:21][CH2:29][CH2:30][O:31][CH2:32][CH3:22])=[CH:17][CH:16]=1)[C:10]([O:12][CH3:13])=[O:11])=[O:7])([CH3:4])([CH3:2])[CH3:3]. (2) Given the reactants [Cl:1][C:2]1[C:11]([N+:12]([O-:14])=[O:13])=[C:10](Cl)[C:9]2[C:4](=[CH:5][CH:6]=[CH:7][CH:8]=2)[N:3]=1.C(N(CC)CC)C.[CH3:23][C@H:24]([NH2:31])[C:25]1[CH:30]=[CH:29][CH:28]=[CH:27][CH:26]=1, predict the reaction product. The product is: [Cl:1][C:2]1[C:11]([N+:12]([O-:14])=[O:13])=[C:10]([NH:31][C@H:24]([C:25]2[CH:30]=[CH:29][CH:28]=[CH:27][CH:26]=2)[CH3:23])[C:9]2[C:4](=[CH:5][CH:6]=[CH:7][CH:8]=2)[N:3]=1. (3) Given the reactants [NH:1]([C:5]1[CH:10]=[CH:9][C:8]([OH:11])=[CH:7][CH:6]=1)C(C)=O.[OH-].[Na+].[C:14](=[O:16])=[O:15], predict the reaction product. The product is: [NH2:1][C:5]1[CH:6]=[C:7]([C:14]([OH:16])=[O:15])[C:8]([OH:11])=[CH:9][CH:10]=1. (4) Given the reactants [C:1]([C:4]1[C:9](=O)[CH:8]=[C:7]([CH2:11][CH3:12])[NH:6][C:5]=1[CH3:13])(=[O:3])[CH3:2].C(=O)(O)[O-].[Na+].P(Cl)(Cl)([Cl:21])=O, predict the reaction product. The product is: [Cl:21][C:9]1[CH:8]=[C:7]([CH2:11][CH3:12])[N:6]=[C:5]([CH3:13])[C:4]=1[C:1](=[O:3])[CH3:2]. (5) Given the reactants Br[C:2]1[C:3]([CH3:22])=[C:4]([N:8]2[CH2:16][C:15]3[C:10](=[CH:11][CH:12]=[C:13]([C:17]([CH3:20])([CH3:19])[CH3:18])[CH:14]=3)[C:9]2=[O:21])[CH:5]=[CH:6][CH:7]=1.[B:23]1([B:23]2[O:27][C:26]([CH3:29])([CH3:28])[C:25]([CH3:31])([CH3:30])[O:24]2)[O:27][C:26]([CH3:29])([CH3:28])[C:25]([CH3:31])([CH3:30])[O:24]1.C([O-])(=O)C.[K+].O, predict the reaction product. The product is: [C:17]([C:13]1[CH:14]=[C:15]2[C:10](=[CH:11][CH:12]=1)[C:9](=[O:21])[N:8]([C:4]1[CH:5]=[CH:6][CH:7]=[C:2]([B:23]3[O:27][C:26]([CH3:29])([CH3:28])[C:25]([CH3:31])([CH3:30])[O:24]3)[C:3]=1[CH3:22])[CH2:16]2)([CH3:20])([CH3:19])[CH3:18]. (6) Given the reactants [Cl:1][C:2]1[CH:6]=[N:5][N:4]([CH3:7])[C:3]=1[C:8]1[CH:9]=[C:10]([NH2:16])[CH:11]=[CH:12][C:13]=1[O:14][CH3:15].[Cl:17][C:18]1[CH:23]=[CH:22][C:21]([N:24]=[C:25]=[O:26])=[CH:20][CH:19]=1, predict the reaction product. The product is: [Cl:1][C:2]1[CH:6]=[N:5][N:4]([CH3:7])[C:3]=1[C:8]1[CH:9]=[C:10]([NH:16][C:25]([NH:24][C:21]2[CH:22]=[CH:23][C:18]([Cl:17])=[CH:19][CH:20]=2)=[O:26])[CH:11]=[CH:12][C:13]=1[O:14][CH3:15]. (7) Given the reactants [Br:1][C:2]1[C:3]([CH3:11])=[C:4]([CH:8]=[CH:9][CH:10]=1)[C:5]([OH:7])=O.C(Cl)CCl.C1C=C[C:19]2[N:24](O)N=[N:22][C:20]=2C=1.CCN(C(C)C)C(C)C.Cl.NCC#N, predict the reaction product. The product is: [Br:1][C:2]1[C:3]([CH3:11])=[C:4]([CH:8]=[CH:9][CH:10]=1)[C:5]([NH:24][CH2:19][C:20]#[N:22])=[O:7]. (8) Given the reactants [Br:1][C:2]1[CH:3]=[C:4]2[C:9](=[CH:10][CH:11]=1)[NH:8][C:7](=[O:12])[C:6]([C:13]1[CH:18]=[CH:17][CH:16]=[CH:15][CH:14]=1)=[C:5]2O.O([CH3:22])[Na], predict the reaction product. The product is: [Br:1][C:2]1[CH:3]=[C:4]2[C:9](=[CH:10][CH:11]=1)[N:8]=[C:7]([O:12][CH3:22])[C:6]([C:13]1[CH:18]=[CH:17][CH:16]=[CH:15][CH:14]=1)=[CH:5]2.